From a dataset of Reaction yield outcomes from USPTO patents with 853,638 reactions. Predict the reaction yield, written as a fraction of the theoretical maximum amount of product (1.0 means a 100% yield; for example, 0.34 means a 34% yield). (1) The reactants are [CH2:1]([N:8]1[CH:12]=[C:11]([C:13](OCC)=[O:14])[C:10]([O:18][CH2:19][C:20]2[CH:25]=[CH:24][CH:23]=[C:22]([O:26][CH2:27][C:28]3[N:29]=[C:30]([C:34]4[CH:39]=[CH:38][CH:37]=[CH:36][CH:35]=4)[O:31][C:32]=3[CH3:33])[CH:21]=2)=[N:9]1)[C:2]1[CH:7]=[CH:6][CH:5]=[CH:4][CH:3]=1.[H-].[Al+3].[Li+].[H-].[H-].[H-].O.O.O.O.O.O.O.O.O.O.S([O-])([O-])(=O)=O.[Na+].[Na+]. The catalyst is O1CCCC1.C(OCC)(=O)C. The product is [CH2:1]([N:8]1[CH:12]=[C:11]([CH2:13][OH:14])[C:10]([O:18][CH2:19][C:20]2[CH:25]=[CH:24][CH:23]=[C:22]([O:26][CH2:27][C:28]3[N:29]=[C:30]([C:34]4[CH:35]=[CH:36][CH:37]=[CH:38][CH:39]=4)[O:31][C:32]=3[CH3:33])[CH:21]=2)=[N:9]1)[C:2]1[CH:7]=[CH:6][CH:5]=[CH:4][CH:3]=1. The yield is 0.890. (2) The reactants are [Br:1][C:2]1[CH:3]=[N:4][CH:5]=[C:6]([CH:9]=1)[CH:7]=O.Cl.[CH3:11][NH:12][CH3:13].ClCCCl.C(O[BH-](OC(=O)C)OC(=O)C)(=O)C.[Na+]. The catalyst is C(=O)(O)[O-].[Na+].C(Cl)Cl. The product is [Br:1][C:2]1[CH:9]=[C:6]([CH2:7][N:12]([CH3:13])[CH3:11])[CH:5]=[N:4][CH:3]=1. The yield is 0.890. (3) The reactants are [F:1][C:2]1[CH:21]=[CH:20][C:5]([C:6]([NH:8][C:9]2[C:18]([OH:19])=[CH:17][CH:16]=[CH:15][C:10]=2[C:11]([O:13][CH3:14])=[O:12])=O)=[CH:4][CH:3]=1.C1(C)C=CC(S(O)(=O)=O)=CC=1.C([O-])(O)=O.[Na+]. The catalyst is C1(C)C(C)=CC=CC=1. The product is [F:1][C:2]1[CH:21]=[CH:20][C:5]([C:6]2[O:19][C:18]3[C:9](=[C:10]([C:11]([O:13][CH3:14])=[O:12])[CH:15]=[CH:16][CH:17]=3)[N:8]=2)=[CH:4][CH:3]=1. The yield is 0.550. (4) The reactants are [CH3:1][O:2][CH:3]([O:6][CH3:7])[CH2:4][NH2:5].[O-]S([O-])(=O)=O.[Mg+2].[CH3:14][O:15][C:16]1[CH:23]=[CH:22][C:21]([O:24][CH3:25])=[CH:20][C:17]=1[CH:18]=O. The catalyst is C(Cl)(Cl)Cl. The product is [CH3:14][O:15][C:16]1[CH:23]=[CH:22][C:21]([O:24][CH3:25])=[CH:20][C:17]=1[CH:18]=[N:5][CH2:4][CH:3]([O:6][CH3:7])[O:2][CH3:1]. The yield is 1.00.